From a dataset of Full USPTO retrosynthesis dataset with 1.9M reactions from patents (1976-2016). Predict the reactants needed to synthesize the given product. (1) Given the product [CH:10]([C:8]1[N:9]=[C:5]([NH:4][C:1](=[O:3])[CH3:2])[S:6][C:7]=1[C:14]1[CH:15]=[CH:16][C:17]([S:20][CH3:21])=[CH:18][CH:19]=1)=[O:11], predict the reactants needed to synthesize it. The reactants are: [C:1]([NH:4][C:5]1[S:6][C:7]([C:14]2[CH:19]=[CH:18][C:17]([S:20][CH3:21])=[CH:16][CH:15]=2)=[C:8]([C:10](OC)=[O:11])[N:9]=1)(=[O:3])[CH3:2].[H-].[Al+3].[Li+].[H-].[H-].[H-]. (2) Given the product [Br:1][C:2]1[S:3][CH:4]=[C:5]([C:7]([N:12]2[CH:13]([CH3:17])[CH2:14][CH2:15][CH2:16][CH:11]2[CH3:10])=[O:9])[N:6]=1, predict the reactants needed to synthesize it. The reactants are: [Br:1][C:2]1[S:3][CH:4]=[C:5]([C:7]([OH:9])=O)[N:6]=1.[CH3:10][CH:11]1[CH2:16][CH2:15][CH2:14][CH:13]([CH3:17])[NH:12]1.CN(C(ON1N=NC2C=CC=NC1=2)=[N+](C)C)C.F[P-](F)(F)(F)(F)F.CCN(C(C)C)C(C)C. (3) Given the product [ClH:45].[CH3:38][O:37][C:23]1[CH:24]=[CH:25][C:26]2[C:31](=[CH:30][CH:29]=[C:28]([C:32]3[NH:33][N:34]=[N:35][N:36]=3)[CH:27]=2)[C:22]=1[CH2:21][N:18]1[C:19](=[O:20])[C@@H:13]([NH:12][C:11](=[O:43])[C@@H:9]([NH:7][CH3:6])[CH3:10])[CH2:14][CH2:15][C:16]2[CH:42]=[CH:41][CH:40]=[CH:39][C:17]1=2, predict the reactants needed to synthesize it. The reactants are: C(O[C:6](=O)[N:7]([C@H:9]([C:11](=[O:43])[NH:12][C@@H:13]1[C:19](=[O:20])[N:18]([CH2:21][C:22]2[C:31]3[C:26](=[CH:27][C:28]([C:32]4[NH:36][N:35]=[N:34][N:33]=4)=[CH:29][CH:30]=3)[CH:25]=[CH:24][C:23]=2[O:37][CH3:38])[C:17]2[CH:39]=[CH:40][CH:41]=[CH:42][C:16]=2[CH2:15][CH2:14]1)[CH3:10])C)(C)(C)C.[ClH:45].CO. (4) Given the product [F:1][C:2]1[C:10]2[N:9]([CH2:23][CH:22]([C:24]3[CH:29]=[CH:28][N:27]=[CH:26][CH:25]=3)[OH:21])[C:8]3[CH2:11][CH2:12][N:13]4[C@@H:17]([C:7]=3[C:6]=2[CH:5]=[C:4]([CH3:18])[CH:3]=1)[CH2:16][CH2:15][CH2:14]4, predict the reactants needed to synthesize it. The reactants are: [F:1][C:2]1[C:10]2[NH:9][C:8]3[CH2:11][CH2:12][N:13]4[C@@H:17]([C:7]=3[C:6]=2[CH:5]=[C:4]([CH3:18])[CH:3]=1)[CH2:16][CH2:15][CH2:14]4.[H-].[Na+].[O:21]1[CH2:23][CH:22]1[C:24]1[CH:29]=[CH:28][N:27]=[CH:26][CH:25]=1. (5) Given the product [CH3:23][C:18]1[CH:19]=[CH:20][CH:21]=[CH:22][C:17]=1[C:15]1[CH:14]=[CH:13][CH:12]=[C:11]2[C:16]=1[NH:8][C:9]([C:38]1[NH:39][N:44]=[N:43][N:42]=1)=[C:10]2[CH2:24][CH2:25][CH2:26][O:27][C:28]1[C:37]2[C:32](=[CH:33][CH:34]=[CH:35][CH:36]=2)[CH:31]=[CH:30][CH:29]=1, predict the reactants needed to synthesize it. The reactants are: COC1C=CC(C[N:8]2[C:16]3[C:11](=[CH:12][CH:13]=[CH:14][C:15]=3[C:17]3[CH:22]=[CH:21][CH:20]=[CH:19][C:18]=3[CH3:23])[C:10]([CH2:24][CH2:25][CH2:26][O:27][C:28]3[C:37]4[C:32](=[CH:33][CH:34]=[CH:35][CH:36]=4)[CH:31]=[CH:30][CH:29]=3)=[C:9]2[C:38]#[N:39])=CC=1.[N-:42]=[N+:43]=[N-:44].[Na+].[NH4+].[Cl-]. (6) Given the product [NH2:8][C:5]1[CH:6]=[CH:7][C:2]([F:1])=[C:3]([C@:11]23[CH2:19][O:18][C@H:17]([CH3:20])[C@H:16]2[C:15](=[O:21])[N:14]([CH3:22])[C:13]([NH:23][C:24](=[O:30])[O:25][C:26]([CH3:28])([CH3:27])[CH3:29])=[N:12]3)[CH:4]=1, predict the reactants needed to synthesize it. The reactants are: [F:1][C:2]1[CH:7]=[CH:6][C:5]([N+:8]([O-])=O)=[CH:4][C:3]=1[C@:11]12[CH2:19][O:18][C@H:17]([CH3:20])[C@H:16]1[C:15](=[O:21])[N:14]([CH3:22])[C:13]([NH:23][C:24](=[O:30])[O:25][C:26]([CH3:29])([CH3:28])[CH3:27])=[N:12]2.[H][H]. (7) Given the product [CH2:1]([O:3][C:4]([C:6]1[N:7]=[C:8]([Br:23])[N:9]([CH:20]([CH3:22])[CH3:21])[C:10]=1[CH:11]([NH:24][C:25]1[CH:32]=[C:31]([Cl:33])[CH:30]=[CH:29][C:26]=1[C:27]#[N:28])[C:13]1[CH:18]=[CH:17][C:16]([Cl:19])=[CH:15][CH:14]=1)=[O:5])[CH3:2], predict the reactants needed to synthesize it. The reactants are: [CH2:1]([O:3][C:4]([C:6]1[N:7]=[C:8]([Br:23])[N:9]([CH:20]([CH3:22])[CH3:21])[C:10]=1[CH:11]([C:13]1[CH:18]=[CH:17][C:16]([Cl:19])=[CH:15][CH:14]=1)O)=[O:5])[CH3:2].[NH2:24][C:25]1[CH:32]=[C:31]([Cl:33])[CH:30]=[CH:29][C:26]=1[C:27]#[N:28].